This data is from Reaction yield outcomes from USPTO patents with 853,638 reactions. The task is: Predict the reaction yield, written as a fraction of the theoretical maximum amount of product (1.0 means a 100% yield; for example, 0.34 means a 34% yield). (1) The reactants are [C:1]([N:4]1[C:13]2[C:8](=[CH:9][C:10]([N:14]3[CH2:19][CH2:18][N:17](C(OC(C)(C)C)=O)[CH2:16][CH2:15]3)=[CH:11][CH:12]=2)[C@H:7]([NH:27][C:28]2[N:33]=[CH:32][CH:31]=[CH:30][N:29]=2)[C@@H:6]([CH3:34])[C@@H:5]1[CH2:35][CH3:36])(=[O:3])[CH3:2].C(O)(C(F)(F)F)=O. The catalyst is ClCCl. The product is [CH2:35]([C@H:5]1[C@H:6]([CH3:34])[C@@H:7]([NH:27][C:28]2[N:33]=[CH:32][CH:31]=[CH:30][N:29]=2)[C:8]2[C:13](=[CH:12][CH:11]=[C:10]([N:14]3[CH2:15][CH2:16][NH:17][CH2:18][CH2:19]3)[CH:9]=2)[N:4]1[C:1](=[O:3])[CH3:2])[CH3:36]. The yield is 0.960. (2) The reactants are [O:1]1[CH2:6][CH2:5][N:4]([CH2:7][CH2:8][O:9][C:10]2[CH:15]=[CH:14][C:13]([C:16]3[CH:17]=[CH:18][C:19]([CH2:22][C:23]#N)=[N:20][CH:21]=3)=[CH:12][CH:11]=2)[CH2:3][CH2:2]1.OS(O)(=O)=O.[O-:30]S([O-])(=O)=O.[Mg+2].[C:36]([O-])([O-])=[O:37].[K+].[K+]. The catalyst is O.C(Cl)Cl.CO. The product is [O:1]1[CH2:6][CH2:5][N:4]([CH2:7][CH2:8][O:9][C:10]2[CH:15]=[CH:14][C:13]([C:16]3[CH:17]=[CH:18][C:19]([CH2:22][C:23]([O:37][CH3:36])=[O:30])=[N:20][CH:21]=3)=[CH:12][CH:11]=2)[CH2:3][CH2:2]1. The yield is 0.820. (3) The catalyst is CN(C=O)C.O. The yield is 0.270. The product is [CH3:9][C:6]1[CH:7]=[CH:8][C:2]2[S:17][C:16]([SH:18])=[N:4][C:3]=2[CH:5]=1. The reactants are Cl[C:2]1[CH:8]=[CH:7][C:6]([CH3:9])=[CH:5][C:3]=1[NH2:4].C([O-])([O-])=O.[K+].[K+].[C:16](=[S:18])=[S:17].Cl. (4) The reactants are [F:1][C:2]([F:9])([F:8])/[CH:3]=[CH:4]/[C:5](O)=[O:6].C(Cl)(=O)C(Cl)=O.[Cl:16][C:17]1[C:18]([CH3:32])=[C:19]([C:30]#[N:31])[C:20]([N:24]2[CH2:29][CH2:28][NH:27][CH2:26][CH2:25]2)=[N:21][C:22]=1[CH3:23].CCN(C(C)C)C(C)C. The catalyst is ClCCl.CN(C=O)C. The product is [Cl:16][C:17]1[C:18]([CH3:32])=[C:19]([C:30]#[N:31])[C:20]([N:24]2[CH2:25][CH2:26][N:27]([C:5](=[O:6])/[CH:4]=[CH:3]/[C:2]([F:9])([F:8])[F:1])[CH2:28][CH2:29]2)=[N:21][C:22]=1[CH3:23]. The yield is 0.0500. (5) The reactants are [CH3:1][O:2][C:3]1[CH:4]=[C:5]([NH:11][C:12]2[C:13]([NH:22][S:23]([C:26]3[CH:34]=[CH:33][C:29]([C:30](O)=[O:31])=[CH:28][CH:27]=3)(=[O:25])=[O:24])=[N:14][C:15]3[C:20]([N:21]=2)=[CH:19][CH:18]=[CH:17][CH:16]=3)[CH:6]=[C:7]([O:9][CH3:10])[CH:8]=1.CCN=C=NCCCN(C)C.Cl.C1C=CC2N(O)N=NC=2C=1.CCN(C(C)C)C(C)C.[CH3:66][O:67][CH2:68][CH2:69][CH2:70][NH2:71]. The catalyst is CC(N(C)C)=O.C(#N)C. The product is [CH3:10][O:9][C:7]1[CH:6]=[C:5]([NH:11][C:12]2[C:13]([NH:22][S:23]([C:26]3[CH:34]=[CH:33][C:29]([C:30]([NH:71][CH2:70][CH2:69][CH2:68][O:67][CH3:66])=[O:31])=[CH:28][CH:27]=3)(=[O:25])=[O:24])=[N:14][C:15]3[C:20]([N:21]=2)=[CH:19][CH:18]=[CH:17][CH:16]=3)[CH:4]=[C:3]([O:2][CH3:1])[CH:8]=1. The yield is 0.660. (6) The reactants are [Cl:1][C:2]1[CH:3]=[C:4]([S:8]([CH:11]2[CH2:16][CH2:15][NH:14][CH2:13][CH2:12]2)(=[O:10])=[O:9])[CH:5]=[CH:6][CH:7]=1.Cl[C:18]1[C:27]2[C:22](=[CH:23][CH:24]=[CH:25][CH:26]=2)[CH:21]=[CH:20][N:19]=1.CCN(C(C)C)C(C)C. The catalyst is O1CCOCC1. The product is [Cl:1][C:2]1[CH:3]=[C:4]([S:8]([CH:11]2[CH2:16][CH2:15][N:14]([C:18]3[C:27]4[C:22](=[CH:23][CH:24]=[CH:25][CH:26]=4)[CH:21]=[CH:20][N:19]=3)[CH2:13][CH2:12]2)(=[O:10])=[O:9])[CH:5]=[CH:6][CH:7]=1. The yield is 0.0300.